From a dataset of Full USPTO retrosynthesis dataset with 1.9M reactions from patents (1976-2016). Predict the reactants needed to synthesize the given product. (1) Given the product [O-:4][S:1]([O-:5])(=[O:3])=[O:2].[O-:24][S:21]([O-:25])(=[O:23])=[O:22].[Al+3:7].[K+:26], predict the reactants needed to synthesize it. The reactants are: [S:1](=[O:5])(=[O:4])([OH:3])[OH:2].[OH-].[Al+3:7].[OH-].[OH-].[O-2].[Al+3].[O-2].[O-2].[Al+3].[Si](O)(O)(O)O.[K].[S:21]([O-:25])([O-:24])(=[O:23])=[O:22].[K+:26].[K+]. (2) Given the product [C:1]([O:5][C:6]([N:8]1[CH2:12][C@H:11]([O:13][CH2:14][C:15]2[CH:16]=[CH:17][CH:18]=[CH:19][CH:20]=2)[CH2:10][C@H:9]1[CH2:21][O:22][C:62]1[CH:66]=[CH:54][C:53]([O:52][C:36]2[CH:37]=[CH:38][CH:39]=[CH:40][CH:41]=2)=[CH:55][CH:63]=1)=[O:7])([CH3:4])([CH3:3])[CH3:2], predict the reactants needed to synthesize it. The reactants are: [C:1]([O:5][C:6]([N:8]1[CH2:12][C@H:11]([O:13][CH2:14][C:15]2[CH:20]=[CH:19][CH:18]=[CH:17][CH:16]=2)[CH2:10][C@H:9]1[CH2:21][OH:22])=[O:7])([CH3:4])([CH3:3])[CH3:2].[C:36]1(P([C:36]2[CH:41]=[CH:40][CH:39]=[CH:38][CH:37]=2)[C:36]2[CH:41]=[CH:40][CH:39]=[CH:38][CH:37]=2)[CH:41]=[CH:40][CH:39]=[CH:38][CH:37]=1.N(C([O:52][CH:53]([CH3:55])[CH3:54])=O)=NC([O:52][CH:53]([CH3:55])[CH3:54])=O.Cl.C(=O)(O)[O-].[Na+].[CH2:62]1[CH2:66]OC[CH2:63]1. (3) Given the product [Cl:1][C:2]1[CH:7]=[C:6]([Cl:8])[CH:5]=[CH:4][C:3]=1[CH:9]1[S:15][CH2:14][C:13](=[O:16])[N:12]([CH2:36][C:37]([O:39][CH3:40])=[O:38])[C:11]2[N:17]([CH3:26])[N:18]=[C:19]([C:20]3[CH:25]=[CH:24][CH:23]=[CH:22][N:21]=3)[C:10]1=2, predict the reactants needed to synthesize it. The reactants are: [Cl:1][C:2]1[CH:7]=[C:6]([Cl:8])[CH:5]=[CH:4][C:3]=1[CH:9]1[S:15][CH2:14][C:13](=[O:16])[NH:12][C:11]2[N:17]([CH3:26])[N:18]=[C:19]([C:20]3[CH:25]=[CH:24][CH:23]=[CH:22][N:21]=3)[C:10]1=2.C(=O)([O-])[O-].[Cs+].[Cs+].[I-].[Na+].Br[CH2:36][C:37]([O:39][CH3:40])=[O:38].